Regression. Given a peptide amino acid sequence and an MHC pseudo amino acid sequence, predict their binding affinity value. This is MHC class II binding data. From a dataset of Peptide-MHC class II binding affinity with 134,281 pairs from IEDB. (1) The peptide sequence is SLLVELESCKVNACH. The MHC is DRB1_0101 with pseudo-sequence DRB1_0101. The binding affinity (normalized) is 0.841. (2) The peptide sequence is ATATATSAVGAPTGA. The MHC is DRB3_0202 with pseudo-sequence DRB3_0202. The binding affinity (normalized) is 0.0234. (3) The peptide sequence is IVYIKPAKNIYSFNE. The MHC is DRB5_0101 with pseudo-sequence DRB5_0101. The binding affinity (normalized) is 0.732. (4) The peptide sequence is VIDVKLVDANGTLHD. The MHC is HLA-DPA10201-DPB10101 with pseudo-sequence HLA-DPA10201-DPB10101. The binding affinity (normalized) is 0.187.